This data is from Full USPTO retrosynthesis dataset with 1.9M reactions from patents (1976-2016). The task is: Predict the reactants needed to synthesize the given product. (1) The reactants are: [Cl:1][C:2]1[CH:7]=[CH:6][CH:5]=[CH:4][C:3]=1[N:8]([CH3:36])[C:9]([C:11]1[S:35][C:14]2[C:15]3[CH:23]=[CH:22][C:21]([C:24]4[CH:25]=[C:26]([CH2:30][C:31]([O:33]C)=[O:32])[CH:27]=[CH:28][CH:29]=4)=[CH:20][C:16]=3[O:17][CH2:18][CH2:19][C:13]=2[CH:12]=1)=[O:10].[OH-].[Li+]. Given the product [Cl:1][C:2]1[CH:7]=[CH:6][CH:5]=[CH:4][C:3]=1[N:8]([CH3:36])[C:9]([C:11]1[S:35][C:14]2[C:15]3[CH:23]=[CH:22][C:21]([C:24]4[CH:25]=[C:26]([CH2:30][C:31]([OH:33])=[O:32])[CH:27]=[CH:28][CH:29]=4)=[CH:20][C:16]=3[O:17][CH2:18][CH2:19][C:13]=2[CH:12]=1)=[O:10], predict the reactants needed to synthesize it. (2) Given the product [CH3:37][S:38]([O:25][C:22]1([C:26]2[CH:31]=[CH:30][CH:29]=[C:28]([C:32]([F:33])([F:34])[F:35])[CH:27]=2)[CH2:21][CH2:20][N:19]([C:17]([C:14]2[CH:15]=[C:16]3[C:11](=[CH:12][CH:13]=2)[NH:10][C:9]2[C:36]4[NH:1][N:2]=[CH:3][C:4]=4[CH2:5][CH2:6][CH2:7][C:8]3=2)=[O:18])[CH2:24][CH2:23]1)(=[O:40])=[O:39], predict the reactants needed to synthesize it. The reactants are: [NH:1]1[C:36]2[C:9]3[NH:10][C:11]4[C:16]([C:8]=3[CH2:7][CH2:6][CH2:5][C:4]=2[CH:3]=[N:2]1)=[CH:15][C:14]([C:17]([N:19]1[CH2:24][CH2:23][C:22]([C:26]2[CH:31]=[CH:30][CH:29]=[C:28]([C:32]([F:35])([F:34])[F:33])[CH:27]=2)([OH:25])[CH2:21][CH2:20]1)=[O:18])=[CH:13][CH:12]=4.[CH3:37][S:38](O)(=[O:40])=[O:39].